From a dataset of Forward reaction prediction with 1.9M reactions from USPTO patents (1976-2016). Predict the product of the given reaction. (1) Given the reactants CC(OC(/N=N/C(OC(C)C)=O)=O)C.[OH:15][C:16]1[CH:21]=[CH:20][C:19]([C:22]2[CH2:27][CH2:26][N:25](C(OCC3C=CC=CC=3)=O)[CH2:24][CH:23]=2)=[CH:18][CH:17]=1.O[CH2:39][CH2:40][CH2:41][N:42]1[CH2:47][CH2:46][N:45]([C:48]([O:50][C:51]([CH3:54])([CH3:53])[CH3:52])=[O:49])[CH2:44][CH2:43]1.C1(P(C2C=CC=CC=2)C2C=CC=CC=2)C=CC=CC=1, predict the reaction product. The product is: [NH:25]1[CH2:24][CH2:23][CH:22]([C:19]2[CH:18]=[CH:17][C:16]([O:15][CH2:39][CH2:40][CH2:41][N:42]3[CH2:47][CH2:46][N:45]([C:48]([O:50][C:51]([CH3:52])([CH3:54])[CH3:53])=[O:49])[CH2:44][CH2:43]3)=[CH:21][CH:20]=2)[CH2:27][CH2:26]1. (2) Given the reactants C([O:3][C:4]([C:6]1[N:7]=[N:8][N:9]([CH2:11][C:12]2[C:17]([F:18])=[CH:16][CH:15]=[CH:14][C:13]=2[F:19])[CH:10]=1)=[O:5])C.O.NN.C(O)C, predict the reaction product. The product is: [F:18][C:17]1[CH:16]=[CH:15][CH:14]=[C:13]([F:19])[C:12]=1[CH2:11][N:9]1[CH:10]=[C:6]([C:4]([OH:5])=[O:3])[N:7]=[N:8]1.